From a dataset of Catalyst prediction with 721,799 reactions and 888 catalyst types from USPTO. Predict which catalyst facilitates the given reaction. (1) Reactant: [C:1]([N:8]1[CH2:13][CH2:12][C:11](=O)[CH2:10][CH2:9]1)([O:3][C:4]([CH3:7])([CH3:6])[CH3:5])=[O:2].[CH2:15]([NH2:19])[CH:16]([CH3:18])[CH3:17].[H][H]. Product: [C:4]([O:3][C:1]([N:8]1[CH2:13][CH2:12][CH:11]([NH:19][CH2:15][CH:16]([CH3:18])[CH3:17])[CH2:10][CH2:9]1)=[O:2])([CH3:7])([CH3:6])[CH3:5]. The catalyst class is: 29. (2) Reactant: S(=O)(=O)(O)O.[CH2:6]([O:8][C:9]([C:11]1[CH:12]=[N:13][N:14]([C:17]2[CH:22]=[CH:21][C:20](N)=[C:19]([CH3:24])[N:18]=2)[C:15]=1[CH3:16])=[O:10])[CH3:7].N([O-])=O.[Na+].[I-:29].[K+].C(=O)(O)[O-].[Na+].S([O-])([O-])=O.[Na+].[Na+]. Product: [CH2:6]([O:8][C:9]([C:11]1[CH:12]=[N:13][N:14]([C:17]2[CH:22]=[CH:21][C:20]([I:29])=[C:19]([CH3:24])[N:18]=2)[C:15]=1[CH3:16])=[O:10])[CH3:7]. The catalyst class is: 6. (3) Product: [OH:37][CH2:36][C:17]1[C:18]([N:22]2[C:34](=[O:35])[C:33]3[S:32][C:31]4[CH2:30][CH2:29][CH2:28][CH2:27][C:26]=4[C:25]=3[CH:24]=[N:23]2)=[N:19][CH:20]=[CH:21][C:16]=1[C:4]1[CH:5]=[C:6]([NH:9][C:10]2[CH:15]=[CH:14][CH:13]=[CH:12][N:11]=2)[C:7](=[O:8])[N:2]([CH3:1])[CH:3]=1. Reactant: [CH3:1][N:2]1[C:7](=[O:8])[C:6]([NH:9][C:10]2[CH:15]=[CH:14][CH:13]=[CH:12][N:11]=2)=[CH:5][C:4]([C:16]2[CH:21]=[CH:20][N:19]=[C:18]([N:22]3[C:34](=[O:35])[C:33]4[S:32][C:31]5[CH2:30][CH2:29][CH2:28][CH2:27][C:26]=5[C:25]=4[CH:24]=[N:23]3)[C:17]=2[CH:36]=[O:37])=[CH:3]1.[BH4-].[Na+]. The catalyst class is: 5.